The task is: Regression. Given a peptide amino acid sequence and an MHC pseudo amino acid sequence, predict their binding affinity value. This is MHC class II binding data.. This data is from Peptide-MHC class II binding affinity with 134,281 pairs from IEDB. (1) The peptide sequence is YSKFLANVSTVLTGK. The MHC is DRB1_1302 with pseudo-sequence DRB1_1302. The binding affinity (normalized) is 0.832. (2) The peptide sequence is KLRFTCLSSTGSSCL. The MHC is DRB3_0202 with pseudo-sequence DRB3_0202. The binding affinity (normalized) is 0.296. (3) The peptide sequence is TWYGKPTGAGPKDNG. The MHC is HLA-DQA10401-DQB10402 with pseudo-sequence HLA-DQA10401-DQB10402. The binding affinity (normalized) is 0.0690. (4) The peptide sequence is GAYSNASPTESAS. The MHC is H-2-IAd with pseudo-sequence H-2-IAd. The binding affinity (normalized) is 0.0669. (5) The peptide sequence is RVWEQIFSTWLLKPG. The MHC is DRB1_1201 with pseudo-sequence DRB1_1201. The binding affinity (normalized) is 0.394. (6) The peptide sequence is SPLTASKLTYENVKM. The MHC is HLA-DQA10101-DQB10501 with pseudo-sequence HLA-DQA10101-DQB10501. The binding affinity (normalized) is 0.0821. (7) The peptide sequence is AGLGLRSAISSGLGS. The MHC is DRB1_0701 with pseudo-sequence DRB1_0701. The binding affinity (normalized) is 0.594. (8) The peptide sequence is PNYNLIIMDEAHFTD. The MHC is DRB1_0701 with pseudo-sequence DRB1_0701. The binding affinity (normalized) is 0.270.